Dataset: Full USPTO retrosynthesis dataset with 1.9M reactions from patents (1976-2016). Task: Predict the reactants needed to synthesize the given product. (1) Given the product [C:1]([O:5][C:6]([N:8]1[C@H:17]([C:18](=[O:40])[NH:19][C@H:20]([C:36]([O:38][CH3:39])=[O:37])[CH2:21][C:22]2[CH:23]=[CH:24][C:25]([C:28]3[CH:33]=[CH:32][N:31]=[C:30]([CH3:34])[C:29]=3[CH3:35])=[CH:26][CH:27]=2)[CH2:16][C:15]2[CH:14]=[C:13]3[O:41][CH2:42][C@H:43]([C:45]4[CH:50]=[CH:49][CH:48]=[C:47]([OH:51])[CH:46]=4)[O:44][C:12]3=[CH:11][C:10]=2[CH2:9]1)=[O:7])([CH3:4])([CH3:2])[CH3:3], predict the reactants needed to synthesize it. The reactants are: [C:1]([O:5][C:6]([N:8]1[C@H:17]([C:18](=[O:40])[NH:19][C@H:20]([C:36]([O:38][CH3:39])=[O:37])[CH2:21][C:22]2[CH:27]=[CH:26][C:25]([C:28]3[CH:33]=[CH:32][N:31]=[C:30]([CH3:34])[C:29]=3[CH3:35])=[CH:24][CH:23]=2)[CH2:16][C:15]2[CH:14]=[C:13]3[O:41][CH2:42][C@H:43]([C:45]4[CH:50]=[CH:49][CH:48]=[C:47]([O:51]CC5C=CC(Cl)=C(Cl)C=5)[CH:46]=4)[O:44][C:12]3=[CH:11][C:10]=2[CH2:9]1)=[O:7])([CH3:4])([CH3:3])[CH3:2].C(N(CC)CC)C. (2) Given the product [CH3:29][C:18]1[N:19]=[C:20]([C:22]2[CH:23]=[CH:24][C:25]([CH3:28])=[CH:26][CH:27]=2)[S:21][C:17]=1[CH2:16][O:15][C:11]1[CH:10]=[C:9]2[C:14](=[CH:13][CH:12]=1)[CH:5]([CH2:4][C:3]([OH:31])=[O:2])[C:6](=[O:30])[CH2:7][CH2:8]2, predict the reactants needed to synthesize it. The reactants are: C[O:2][C:3](=[O:31])[CH2:4][CH:5]1[C:14]2[C:9](=[CH:10][C:11]([O:15][CH2:16][C:17]3[S:21][C:20]([C:22]4[CH:27]=[CH:26][C:25]([CH3:28])=[CH:24][CH:23]=4)=[N:19][C:18]=3[CH3:29])=[CH:12][CH:13]=2)[CH2:8][CH2:7][C:6]1=[O:30].O. (3) Given the product [CH2:25]([NH:27][C:19]([C:11]1[C:12]2[CH2:17][CH2:16][O:15][CH2:14][C:13]=2[S:18][C:10]=1[NH:9][C:7]([CH:3]1[C:4]([CH3:5])([CH3:6])[C:2]1([CH3:1])[CH3:24])=[O:8])=[O:21])[CH3:26], predict the reactants needed to synthesize it. The reactants are: [CH3:1][C:2]1([CH3:24])[C:4]([CH3:6])([CH3:5])[CH:3]1[C:7]([NH:9][C:10]1[S:18][C:13]2[CH2:14][O:15][CH2:16][CH2:17][C:12]=2[C:11]=1[C:19]([O:21]CC)=O)=[O:8].[CH2:25]([NH2:27])[CH3:26]. (4) Given the product [CH2:31]([O:30][C:28](=[O:29])[C:25]1[CH:24]=[CH:23][C:22]([CH2:21][C@@H:10]2[CH2:9][N:8]([CH2:1][C:2]3[CH:3]=[CH:4][CH:5]=[CH:6][CH:7]=3)[CH2:13][CH2:12][NH:11]2)=[CH:27][CH:26]=1)[CH3:32], predict the reactants needed to synthesize it. The reactants are: [CH2:1]([N:8]1[CH2:13][CH2:12][N:11](C(OC(C)(C)C)=O)[C@H:10]([CH2:21][C:22]2[CH:27]=[CH:26][C:25]([C:28]([O:30][CH2:31][CH3:32])=[O:29])=[CH:24][CH:23]=2)[CH2:9]1)[C:2]1[CH:7]=[CH:6][CH:5]=[CH:4][CH:3]=1.